This data is from NCI-60 drug combinations with 297,098 pairs across 59 cell lines. The task is: Regression. Given two drug SMILES strings and cell line genomic features, predict the synergy score measuring deviation from expected non-interaction effect. (1) Drug 2: CCC1(CC2CC(C3=C(CCN(C2)C1)C4=CC=CC=C4N3)(C5=C(C=C6C(=C5)C78CCN9C7C(C=CC9)(C(C(C8N6C)(C(=O)OC)O)OC(=O)C)CC)OC)C(=O)OC)O.OS(=O)(=O)O. Synergy scores: CSS=6.21, Synergy_ZIP=3.04, Synergy_Bliss=4.09, Synergy_Loewe=6.87, Synergy_HSA=-0.0468. Drug 1: C1=NC(=NC(=O)N1C2C(C(C(O2)CO)O)O)N. Cell line: T-47D. (2) Drug 2: N.N.Cl[Pt+2]Cl. Synergy scores: CSS=86.4, Synergy_ZIP=3.61, Synergy_Bliss=2.99, Synergy_Loewe=-5.11, Synergy_HSA=5.34. Drug 1: C1CC(C1)(C(=O)O)C(=O)O.[NH2-].[NH2-].[Pt+2]. Cell line: HL-60(TB). (3) Drug 1: C1=CC(=CC=C1CC(C(=O)O)N)N(CCCl)CCCl.Cl. Drug 2: CCC1(C2=C(COC1=O)C(=O)N3CC4=CC5=C(C=CC(=C5CN(C)C)O)N=C4C3=C2)O.Cl. Cell line: PC-3. Synergy scores: CSS=12.9, Synergy_ZIP=-6.99, Synergy_Bliss=-0.884, Synergy_Loewe=-3.23, Synergy_HSA=-0.311. (4) Drug 1: C1C(C(OC1N2C=NC3=C2NC=NCC3O)CO)O. Drug 2: C1CCC(C(C1)N)N.C(=O)(C(=O)[O-])[O-].[Pt+4]. Cell line: NCI-H322M. Synergy scores: CSS=0.289, Synergy_ZIP=-0.968, Synergy_Bliss=-1.89, Synergy_Loewe=-1.17, Synergy_HSA=-1.78. (5) Synergy scores: CSS=35.0, Synergy_ZIP=-0.298, Synergy_Bliss=0.139, Synergy_Loewe=-22.1, Synergy_HSA=-0.0962. Cell line: COLO 205. Drug 2: CC1=C2C(C(=O)C3(C(CC4C(C3C(C(C2(C)C)(CC1OC(=O)C(C(C5=CC=CC=C5)NC(=O)C6=CC=CC=C6)O)O)OC(=O)C7=CC=CC=C7)(CO4)OC(=O)C)O)C)OC(=O)C. Drug 1: C1=NC2=C(N1)C(=S)N=C(N2)N. (6) Drug 1: C1CN1C2=NC(=NC(=N2)N3CC3)N4CC4. Drug 2: CC(C)CN1C=NC2=C1C3=CC=CC=C3N=C2N. Cell line: SW-620. Synergy scores: CSS=16.6, Synergy_ZIP=12.0, Synergy_Bliss=9.74, Synergy_Loewe=13.4, Synergy_HSA=14.5. (7) Drug 1: CCCS(=O)(=O)NC1=C(C(=C(C=C1)F)C(=O)C2=CNC3=C2C=C(C=N3)C4=CC=C(C=C4)Cl)F. Drug 2: C1CN(CCN1C(=O)CCBr)C(=O)CCBr. Cell line: SK-MEL-28. Synergy scores: CSS=28.3, Synergy_ZIP=-3.38, Synergy_Bliss=-3.83, Synergy_Loewe=-17.5, Synergy_HSA=-4.16.